Dataset: Full USPTO retrosynthesis dataset with 1.9M reactions from patents (1976-2016). Task: Predict the reactants needed to synthesize the given product. (1) Given the product [CH3:76][C:74]1([CH3:77])[C:73](=[O:78])[C:72]2[C:79]([CH3:80])=[C:68]([N:4]3[CH2:5][CH2:6][CH2:7][N:1]([C:8]([O:10][C:11]([CH3:14])([CH3:13])[CH3:12])=[O:9])[CH2:2][CH2:3]3)[C:69]([CH3:82])=[C:70]([CH3:81])[C:71]=2[O:75]1, predict the reactants needed to synthesize it. The reactants are: [N:1]1([C:8]([O:10][C:11]([CH3:14])([CH3:13])[CH3:12])=[O:9])[CH2:7][CH2:6][CH2:5][NH:4][CH2:3][CH2:2]1.C1C=CC(P(C2C(C3C(P(C4C=CC=CC=4)C4C=CC=CC=4)=CC=C4C=3C=CC=C4)=C3C(C=CC=C3)=CC=2)C2C=CC=CC=2)=CC=1.CC(C)([O-])C.[Na+].Br[C:68]1[C:69]([CH3:82])=[C:70]([CH3:81])[C:71]2[O:75][C:74]([CH3:77])([CH3:76])[C:73](=[O:78])[C:72]=2[C:79]=1[CH3:80]. (2) Given the product [I:1][C:2]1[CH:23]=[CH:22][C:5]([O:6][C:7]2[CH:8]=[C:9]([CH:12]=[C:13]([S:15][C:16]3[N:17]([CH3:21])[CH:18]=[CH:19][N:20]=3)[CH:14]=2)[C:10]([OH:29])=[O:27])=[CH:4][CH:3]=1, predict the reactants needed to synthesize it. The reactants are: [I:1][C:2]1[CH:23]=[CH:22][C:5]([O:6][C:7]2[CH:8]=[C:9]([CH:12]=[C:13]([S:15][C:16]3[N:17]([CH3:21])[CH:18]=[CH:19][N:20]=3)[CH:14]=2)[C:10]#N)=[CH:4][CH:3]=1.C(O)C.[OH-:27].[Na+].[OH2:29]. (3) Given the product [OH:16][C:9]1[C:10]([O:14][CH3:15])=[C:11]([O:12][CH3:13])[NH:6][C:7](=[O:25])[C:8]=1[C:17](=[O:24])[CH:18]([CH3:23])[CH2:19]/[CH:20]=[CH:21]/[CH3:22], predict the reactants needed to synthesize it. The reactants are: COC1C=C(OC)C=CC=1C[N:6]1[C:11]([O:12][CH3:13])=[C:10]([O:14][CH3:15])[C:9]([OH:16])=[C:8]([C:17](=[O:24])[CH:18]([CH3:23])[CH2:19]/[CH:20]=[CH:21]/[CH3:22])[C:7]1=[O:25]. (4) Given the product [C:14]([O:13][C:9]([NH:10]/[N:11]=[CH:1]/[CH2:2][CH2:3][CH2:4][CH2:5][CH:6]=[CH2:7])=[O:12])([CH3:17])([CH3:16])[CH3:15], predict the reactants needed to synthesize it. The reactants are: [CH:1](=O)[CH2:2][CH2:3][CH2:4][CH2:5][CH:6]=[CH2:7].[C:9]([O:13][C:14]([CH3:17])([CH3:16])[CH3:15])(=[O:12])[NH:10][NH2:11].[BH3-]C#N.[Na+]. (5) Given the product [C:1]([NH:5][C:6](=[O:22])[C:7]1[C:12]([C:13]2[CH:18]=[CH:17][C:16]([F:19])=[CH:15][C:14]=2[CH3:20])=[CH:11][C:10]([N:23]2[CH2:28][CH2:27][S:26][CH2:25][CH2:24]2)=[N:9][CH:8]=1)([CH3:4])([CH3:3])[CH3:2], predict the reactants needed to synthesize it. The reactants are: [C:1]([NH:5][C:6](=[O:22])[C:7]1[C:12]([C:13]2[CH:18]=[CH:17][C:16]([F:19])=[CH:15][C:14]=2[CH3:20])=[CH:11][C:10](Cl)=[N:9][CH:8]=1)([CH3:4])([CH3:3])[CH3:2].[NH:23]1[CH2:28][CH2:27][S:26][CH2:25][CH2:24]1.CCCCCC. (6) Given the product [Cl:13][C:9]1[CH:8]=[C:7]([N:6]2[CH:2]=[N:3][C:4]([NH:14][C:15]3[CH:16]=[CH:17][C:18]([S:21]([NH2:24])(=[O:22])=[O:23])=[CH:19][CH:20]=3)=[N:5]2)[CH:12]=[CH:11][N:10]=1, predict the reactants needed to synthesize it. The reactants are: N[C:2]1[N:6]([C:7]2[CH:12]=[CH:11][N:10]=[C:9]([Cl:13])[CH:8]=2)[N:5]=[C:4]([NH:14][C:15]2[CH:20]=[CH:19][C:18]([S:21]([NH2:24])(=[O:23])=[O:22])=[CH:17][CH:16]=2)[N:3]=1.CC(O)C.N(OCCC(C)C)=O. (7) Given the product [CH3:23][O:22][C:16]1[CH:15]=[C:14]([NH:13][C:11]([C:9]2[CH:8]=[CH:7][C:5]3[N:6]=[C:2]([NH:34][CH2:33][CH2:32][N:30]([CH3:31])[C:29](=[O:35])[O:28][C:24]([CH3:25])([CH3:26])[CH3:27])[S:3][C:4]=3[CH:10]=2)=[O:12])[CH:19]=[CH:18][C:17]=1[O:20][CH3:21], predict the reactants needed to synthesize it. The reactants are: Br[C:2]1[S:3][C:4]2[CH:10]=[C:9]([C:11]([NH:13][C:14]3[CH:19]=[CH:18][C:17]([O:20][CH3:21])=[C:16]([O:22][CH3:23])[CH:15]=3)=[O:12])[CH:8]=[CH:7][C:5]=2[N:6]=1.[C:24]([O:28][C:29](=[O:35])[N:30]([CH2:32][CH2:33][NH2:34])[CH3:31])([CH3:27])([CH3:26])[CH3:25].O. (8) Given the product [Cl:1][C:2]1[CH:11]=[C:10]([CH2:12][C:13]([OH:15])=[O:14])[C:9]2[C:4](=[CH:5][CH:6]=[C:7]([CH3:23])[CH:8]=2)[N:3]=1, predict the reactants needed to synthesize it. The reactants are: [Cl:1][C:2]1[CH:11]=[C:10]([CH:12](C(OCC)=O)[C:13]([O:15]CC)=[O:14])[C:9]2[C:4](=[CH:5][CH:6]=[C:7]([CH3:23])[CH:8]=2)[N:3]=1.[OH-].[Na+].Cl. (9) Given the product [CH2:1]([S:8]([C:11]1[CH:12]=[CH:13][C:14]([CH:17]=[O:18])=[CH:15][CH:16]=1)(=[O:10])=[O:9])[C:2]1[CH:3]=[CH:4][CH:5]=[CH:6][CH:7]=1, predict the reactants needed to synthesize it. The reactants are: [CH2:1]([S:8]([C:11]1[CH:16]=[CH:15][C:14]([CH:17](OC)[O:18]C)=[CH:13][CH:12]=1)(=[O:10])=[O:9])[C:2]1[CH:7]=[CH:6][CH:5]=[CH:4][CH:3]=1.S(=O)(=O)(O)O.C(=O)([O-])[O-].[K+].[K+]. (10) Given the product [ClH:1].[NH2:2][C:3]1[CH:12]=[C:11]2[C:6]([CH2:7][N:8]([CH:13]3[CH2:17][C:16](=[O:18])[NH:15][C:14]3=[O:19])[CH:9]=[N:10]2)=[CH:5][CH:4]=1, predict the reactants needed to synthesize it. The reactants are: [ClH:1].[NH2:2][C:3]1[CH:12]=[C:11]2[C:6]([CH2:7][N:8]([CH:13]3[CH2:17][C:16](=[O:18])[NH:15][C:14]3=[O:19])[CH:9]=[N:10]2)=[CH:5][CH:4]=1.